This data is from Peptide-MHC class I binding affinity with 185,985 pairs from IEDB/IMGT. The task is: Regression. Given a peptide amino acid sequence and an MHC pseudo amino acid sequence, predict their binding affinity value. This is MHC class I binding data. (1) The peptide sequence is CLINDPWVL. The MHC is HLA-A02:01 with pseudo-sequence HLA-A02:01. The binding affinity (normalized) is 0.553. (2) The peptide sequence is IAANEMGLI. The MHC is HLA-B51:01 with pseudo-sequence HLA-B51:01. The binding affinity (normalized) is 0.569. (3) The peptide sequence is NSPPPEPKNTK. The MHC is Mamu-A01 with pseudo-sequence Mamu-A01. The binding affinity (normalized) is 0.829. (4) The MHC is HLA-A02:02 with pseudo-sequence HLA-A02:02. The peptide sequence is FMVFLQTHI. The binding affinity (normalized) is 1.00. (5) The peptide sequence is RPEFVKLTM. The MHC is HLA-B39:01 with pseudo-sequence HLA-B39:01. The binding affinity (normalized) is 0.213. (6) The peptide sequence is RLGLVLDDY. The MHC is HLA-A68:01 with pseudo-sequence HLA-A68:01. The binding affinity (normalized) is 0.0108.